Dataset: KCNQ2 potassium channel screen with 302,405 compounds. Task: Binary Classification. Given a drug SMILES string, predict its activity (active/inactive) in a high-throughput screening assay against a specified biological target. (1) The molecule is S(=O)(=O)(N(Cc1cc2c([nH]c1=O)cccc2)c1ccc(cc1)C)C. The result is 0 (inactive). (2) The drug is Clc1nc2c(cc1/C=N\Nc1ccc(cc1)C(O)=O)cccc2. The result is 0 (inactive). (3) The result is 0 (inactive). The compound is s1c(Cn2nnnc2C(N2CCN(C3CCCC3)CC2)c2ccc(F)cc2)ccc1. (4) The molecule is S(=O)(=O)(N1CCN(CC1)CCC(=O)Nc1c(OCC)cccc1)c1ccc(OC)cc1. The result is 0 (inactive). (5) The molecule is OC(C(C)(C)C)(C)C#Cc1ccc(nc1)C. The result is 0 (inactive).